This data is from Full USPTO retrosynthesis dataset with 1.9M reactions from patents (1976-2016). The task is: Predict the reactants needed to synthesize the given product. (1) Given the product [CH3:1][N:2]1[CH:6]([C:7]([O:9][C:10]([CH3:11])([CH3:13])[CH3:12])=[O:8])[CH2:5][N:4]([C:16]2[N:21]=[C:20]([O:22][CH3:23])[CH:19]=[CH:18][N:17]=2)[C:3]1=[O:14], predict the reactants needed to synthesize it. The reactants are: [CH3:1][N:2]1[CH:6]([C:7]([O:9][C:10]([CH3:13])([CH3:12])[CH3:11])=[O:8])[CH2:5][NH:4][C:3]1=[O:14].Cl[C:16]1[N:21]=[C:20]([O:22][CH3:23])[CH:19]=[CH:18][N:17]=1.C(=O)([O-])[O-].[Cs+].[Cs+].CC1(C)C2C(=C(P(C3C=CC=CC=3)C3C=CC=CC=3)C=CC=2)OC2C(P(C3C=CC=CC=3)C3C=CC=CC=3)=CC=CC1=2. (2) Given the product [CH2:1]([O:3][C:4]([N:6]1[CH2:12][CH2:11][C:10]2[CH:13]=[C:14]([OH:17])[C:15]([I:32])=[CH:16][C:9]=2[CH2:8][CH2:7]1)=[O:5])[CH3:2], predict the reactants needed to synthesize it. The reactants are: [CH2:1]([O:3][C:4]([N:6]1[CH2:12][CH2:11][C:10]2[CH:13]=[C:14]([OH:17])[CH:15]=[CH:16][C:9]=2[CH2:8][CH2:7]1)=[O:5])[CH3:2].C(O)(C(F)(F)F)=O.C1C(=O)N([I:32])C(=O)C1.